From a dataset of Reaction yield outcomes from USPTO patents with 853,638 reactions. Predict the reaction yield, written as a fraction of the theoretical maximum amount of product (1.0 means a 100% yield; for example, 0.34 means a 34% yield). (1) The reactants are [Br:1][C:2]1[CH:7]=[C:6]([Cl:8])[C:5]([S:9](Cl)(=[O:11])=[O:10])=[C:4]([Cl:13])[CH:3]=1.[NH2:14][C:15]1[CH:16]=[N:17][N:18]([CH3:20])[CH:19]=1. The catalyst is N1C=CC=CC=1. The product is [Br:1][C:2]1[CH:7]=[C:6]([Cl:8])[C:5]([S:9]([NH:14][C:15]2[CH:16]=[N:17][N:18]([CH3:20])[CH:19]=2)(=[O:11])=[O:10])=[C:4]([Cl:13])[CH:3]=1. The yield is 0.840. (2) The reactants are C1(C)C(C(Cl)=O)=CC=CC=1.C([O:13][C:14]([C:16]1([NH:37]C(OC(C)(C)C)=O)[CH2:21][CH:20]([NH:22][C:23](=[O:31])[C:24]2[CH:29]=[CH:28][CH:27]=[CH:26][C:25]=2[CH3:30])[CH:19]2[CH:17]1[CH:18]2[C:32]([O:34]CC)=[O:33])=[O:15])C. No catalyst specified. The product is [NH2:37][C:16]1([C:14]([OH:15])=[O:13])[CH2:21][CH:20]([NH:22][C:23](=[O:31])[C:24]2[CH:29]=[CH:28][CH:27]=[CH:26][C:25]=2[CH3:30])[CH:19]2[CH:17]1[CH:18]2[C:32]([OH:34])=[O:33]. The yield is 0.900.